From a dataset of M1 muscarinic receptor antagonist screen with 61,756 compounds. Binary Classification. Given a drug SMILES string, predict its activity (active/inactive) in a high-throughput screening assay against a specified biological target. The compound is O=C1CC(CC=2NC(=C(C(C12)c1ccc(N(C)C)cc1)C(OCCC)=O)C)(C)C. The result is 0 (inactive).